From a dataset of Full USPTO retrosynthesis dataset with 1.9M reactions from patents (1976-2016). Predict the reactants needed to synthesize the given product. Given the product [NH:4]1[CH:5]=[CH:6][C:2]([NH:1][C:13](=[O:14])[CH3:12])=[N:3]1, predict the reactants needed to synthesize it. The reactants are: [NH2:1][C:2]1[CH:6]=[CH:5][NH:4][N:3]=1.C([O-])(O)=O.[Na+].[CH3:12][C:13](OC(C)=O)=[O:14].